This data is from Reaction yield outcomes from USPTO patents with 853,638 reactions. The task is: Predict the reaction yield, written as a fraction of the theoretical maximum amount of product (1.0 means a 100% yield; for example, 0.34 means a 34% yield). (1) The reactants are [F:1][C:2]1[CH:3]=[C:4]([NH:9][C:10](=[O:12])[CH3:11])[CH:5]=[C:6]([CH3:8])[CH:7]=1.[C:13](Cl)(=[O:15])[CH3:14].[Cl-].[Al+3].[Cl-].[Cl-]. The catalyst is C(=S)=S. The product is [C:13]([C:7]1[C:6]([CH3:8])=[CH:5][C:4]([NH:9][C:10](=[O:12])[CH3:11])=[CH:3][C:2]=1[F:1])(=[O:15])[CH3:14]. The yield is 0.970. (2) The reactants are [NH:1]1[CH2:6][CH2:5][CH:4]([OH:7])[CH2:3][CH2:2]1.C(O)(=O)C.[F:12][C:13]1[CH:28]=[CH:27][C:16]([C:17]([N:19]([CH3:26])[C@@H:20]([CH:23]([CH3:25])[CH3:24])[CH:21]=O)=[O:18])=[CH:15][C:14]=1[CH3:29].[Na].[OH-].[Na+]. The catalyst is C(Cl)Cl. The product is [F:12][C:13]1[CH:28]=[CH:27][C:16]([C:17]([N:19]([C@@H:20]([CH:23]([CH3:24])[CH3:25])[CH2:21][N:1]2[CH2:6][CH2:5][CH:4]([OH:7])[CH2:3][CH2:2]2)[CH3:26])=[O:18])=[CH:15][C:14]=1[CH3:29]. The yield is 0.220. (3) The catalyst is OS(O)(=O)=O.C(O)(=O)C. The product is [Br:1][C:2]1[CH:9]=[C:8]([N:10]2[C:15]3[O:16][C:17]([CH3:21])=[CH:18][C:19](=[O:20])[C:14]=3[C:12]([CH3:13])=[N:11]2)[CH:7]=[CH:6][C:3]=1[C:4]#[N:5]. The yield is 0.190. The reactants are [Br:1][C:2]1[CH:9]=[C:8]([NH:10][N:11]=[C:12]([C:14]2[C:15](=O)[O:16][C:17]([CH3:21])=[CH:18][C:19]=2[OH:20])[CH3:13])[CH:7]=[CH:6][C:3]=1[C:4]#[N:5]. (4) The reactants are [NH2:1][C:2]1[CH:11]=[C:10]([C:12]([O-])=[O:13])[CH:9]=[CH:8][C:3]=1[C:4]([O:6][CH3:7])=[O:5].CN1CCOCC1.[BH4-].[Na+].[OH-].[Na+]. The catalyst is COCCOC.O. The product is [CH3:7][O:6][C:4](=[O:5])[C:3]1[CH:8]=[CH:9][C:10]([CH2:12][OH:13])=[CH:11][C:2]=1[NH2:1]. The yield is 0.860. (5) The reactants are Cl.[Br:2][C:3]1[CH:8]=[CH:7][C:6]([NH:9][NH2:10])=[CH:5][CH:4]=1.[C:11]1(=O)[O:16][C:14](=[O:15])[C:13]2=[CH:17][CH:18]=[CH:19][CH:20]=[C:12]12. The catalyst is C(O)(=O)C. The product is [Br:2][C:3]1[CH:8]=[CH:7][C:6]([NH:9][N:10]2[C:14](=[O:15])[C:13]3[C:12](=[CH:20][CH:19]=[CH:18][CH:17]=3)[C:11]2=[O:16])=[CH:5][CH:4]=1. The yield is 0.840.